This data is from Forward reaction prediction with 1.9M reactions from USPTO patents (1976-2016). The task is: Predict the product of the given reaction. (1) Given the reactants [F:1][C:2]([F:19])([F:18])[C:3]1[CH:8]=[CH:7][C:6]([C:9]2[C:10]([C:15](Cl)=[O:16])=[CH:11][CH:12]=[CH:13][CH:14]=2)=[CH:5][CH:4]=1.[NH2:20][C:21]1[CH:26]=[CH:25][C:24]([C:27](=[O:36])/[CH:28]=[CH:29]/[C:30]2[CH:35]=[CH:34][CH:33]=[CH:32][N:31]=2)=[CH:23][CH:22]=1.C(N(CC)CC)C.C(OCC)(=O)C, predict the reaction product. The product is: [N:31]1[CH:32]=[CH:33][CH:34]=[CH:35][C:30]=1/[CH:29]=[CH:28]/[C:27]([C:24]1[CH:23]=[CH:22][C:21]([NH:20][C:15]([C:10]2[C:9]([C:6]3[CH:7]=[CH:8][C:3]([C:2]([F:19])([F:18])[F:1])=[CH:4][CH:5]=3)=[CH:14][CH:13]=[CH:12][CH:11]=2)=[O:16])=[CH:26][CH:25]=1)=[O:36]. (2) Given the reactants [CH3:1][C:2]([S:19]([CH3:22])(=[O:21])=[O:20])([CH2:6][CH2:7][N:8]1[CH:12]=[C:11]([C:13]2[CH:18]=[CH:17][CH:16]=[CH:15][CH:14]=2)[N:10]=[CH:9]1)[C:3]([OH:5])=O.CCN=C=NCCCN(C)C.C1C=CC2[N:42]([OH:43])N=NC=2C=1.[O:44]1[CH2:49][CH2:48][CH2:47][CH2:46][CH:45]1NO, predict the reaction product. The product is: [CH3:1][C:2]([S:19]([CH3:22])(=[O:21])=[O:20])([CH2:6][CH2:7][N:8]1[CH:12]=[C:11]([C:13]2[CH:18]=[CH:17][CH:16]=[CH:15][CH:14]=2)[N:10]=[CH:9]1)[C:3]([NH:42][O:43][CH:45]1[CH2:46][CH2:47][CH2:48][CH2:49][O:44]1)=[O:5].